This data is from Forward reaction prediction with 1.9M reactions from USPTO patents (1976-2016). The task is: Predict the product of the given reaction. Given the reactants [Cl:1][C:2]1[CH:3]=[C:4]2[C:8](=[CH:9][CH:10]=1)[N:7]([CH2:11][CH2:12][C:13]([O:15][CH2:16][CH3:17])=[O:14])[C:6]([CH2:18][OH:19])=[CH:5]2.C(N(CC)CC)C.[CH3:27][S:28](Cl)(=[O:30])=[O:29].C(=O)(O)[O-].[Na+], predict the reaction product. The product is: [Cl:1][C:2]1[CH:3]=[C:4]2[C:8](=[CH:9][CH:10]=1)[N:7]([CH2:11][CH2:12][C:13]([O:15][CH2:16][CH3:17])=[O:14])[C:6]([CH2:18][O:19][S:28]([CH3:27])(=[O:30])=[O:29])=[CH:5]2.